Predict which catalyst facilitates the given reaction. From a dataset of Catalyst prediction with 721,799 reactions and 888 catalyst types from USPTO. (1) Reactant: O1[C:5]2([CH2:10][CH2:9][CH:8]([N:11]3[C:16](=[O:17])[C:15]([CH2:18][C:19]4[CH:24]=[CH:23][C:22]([C:25]5[C:26]([C:31]#[N:32])=[CH:27][CH:28]=[CH:29][CH:30]=5)=[CH:21][C:20]=4[F:33])=[C:14]([CH2:34][CH2:35][CH3:36])[N:13]4[N:37]=[CH:38][N:39]=[C:12]34)[CH2:7][CH2:6]2)[O:4]CC1.Cl.O1CCCC1. Product: [F:33][C:20]1[CH:21]=[C:22]([C:25]2[C:26]([C:31]#[N:32])=[CH:27][CH:28]=[CH:29][CH:30]=2)[CH:23]=[CH:24][C:19]=1[CH2:18][C:15]1[C:16](=[O:17])[N:11]([C@H:8]2[CH2:9][CH2:10][C@@H:5]([OH:4])[CH2:6][CH2:7]2)[C:12]2[N:13]([N:37]=[CH:38][N:39]=2)[C:14]=1[CH2:34][CH2:35][CH3:36]. The catalyst class is: 13. (2) Reactant: [C:1]([NH:4][CH:5]([C:11]([O:13][CH2:14]C)=[O:12])[C:6]([O:8][CH2:9]C)=[O:7])(=[O:3])[CH3:2].[H-].[Na+].[CH2:18]([C:26]1[CH:27]=[C:28]2[C:32](=[CH:33][CH:34]=1)[C:31](=[CH2:35])[C:30](=[O:36])[CH2:29]2)[CH2:19][CH2:20][CH2:21][CH2:22][CH2:23][CH2:24][CH3:25].CCOCC. Product: [CH3:14][O:13][C:11](=[O:12])[C:5]([NH:4][C:1](=[O:3])[CH3:2])([CH2:35][CH:31]1[C:32]2[C:28](=[CH:27][C:26]([CH2:18][CH2:19][CH2:20][CH2:21][CH2:22][CH2:23][CH2:24][CH3:25])=[CH:34][CH:33]=2)[CH2:29][C:30]1=[O:36])[C:6]([O:8][CH3:9])=[O:7]. The catalyst class is: 20. (3) The catalyst class is: 8. Product: [CH3:1][C:2]1[N:3]=[C:4]2[CH:12]=[CH:11][CH:10]=[C:9]3[N:5]2[C:6]=1[C:7]([S:13][CH2:14][CH2:15][CH2:16][CH2:17][CH2:18][NH2:19])=[N:8]3. Reactant: [CH3:1][C:2]1[N:3]=[C:4]2[CH:12]=[CH:11][CH:10]=[C:9]3[N:5]2[C:6]=1[C:7]([S:13][CH2:14][CH2:15][CH2:16][CH2:17][CH2:18][N:19]1C(=O)C2=CC=CC=C2C1=O)=[N:8]3.O. (4) Reactant: [Cl:1][C:2]1[CH:10]=[C:9]2[C:5]([C:6]([C:11]([O:13]C)=[O:12])=[CH:7][NH:8]2)=[CH:4][C:3]=1[C:15]1[CH:20]=[CH:19][C:18]([O:21][CH2:22][CH2:23][CH2:24][N:25]2[CH2:30][CH2:29][N:28]([CH3:31])[CH2:27][CH2:26]2)=[CH:17][CH:16]=1.[OH-].[Na+]. Product: [Cl:1][C:2]1[CH:10]=[C:9]2[C:5]([C:6]([C:11]([OH:13])=[O:12])=[CH:7][NH:8]2)=[CH:4][C:3]=1[C:15]1[CH:16]=[CH:17][C:18]([O:21][CH2:22][CH2:23][CH2:24][N:25]2[CH2:26][CH2:27][N:28]([CH3:31])[CH2:29][CH2:30]2)=[CH:19][CH:20]=1. The catalyst class is: 5. (5) Reactant: C([O:9][C@@H:10]1[C@@H:36]([O:37]C(=O)C2C=CC=CC=2)[C@H:35]([O:46]C(=O)C2C=CC=CC=2)[C@@H:34]([C@H:55]([CH3:65])[O:56]C(=O)C2C=CC=CC=2)[O:33][C@H:11]1[O:12][C:13]1[CH:18]=[C:17]([CH2:19][O:20]C(=O)C)[CH:16]=[CH:15][C:14]=1[CH2:24][C:25]1[CH:30]=[CH:29][C:28]([O:31][CH3:32])=[CH:27][CH:26]=1)(=O)C1C=CC=CC=1.C[O-].[Na+].O1CCCC1.C(O)(=O)C. Product: [O:12]([C:13]1[CH:18]=[C:17]([CH2:19][OH:20])[CH:16]=[CH:15][C:14]=1[CH2:24][C:25]1[CH:26]=[CH:27][C:28]([O:31][CH3:32])=[CH:29][CH:30]=1)[C@@H:11]1[O:33][C@H:34]([C@H:55]([CH3:65])[OH:56])[C@@H:35]([OH:46])[C@H:36]([OH:37])[C@H:10]1[OH:9]. The catalyst class is: 5. (6) Reactant: [C:1]([O:5][C:6]([N:8]1[CH2:12][CH2:11][CH2:10][C@@:9]1([CH3:16])[C:13](O)=[O:14])=[O:7])([CH3:4])([CH3:3])[CH3:2].O. Product: [C:1]([O:5][C:6]([N:8]1[CH2:12][CH2:11][CH2:10][C:9]1([CH2:13][OH:14])[CH3:16])=[O:7])([CH3:4])([CH3:3])[CH3:2]. The catalyst class is: 2. (7) Reactant: [NH:1]1[CH2:5][CH2:4][CH2:3][CH:2]1[CH2:6][NH2:7].[C:8]1([C:14](Cl)([C:21]2[CH:26]=[CH:25][CH:24]=[CH:23][CH:22]=2)[C:15]2[CH:20]=[CH:19][CH:18]=[CH:17][CH:16]=2)[CH:13]=[CH:12][CH:11]=[CH:10][CH:9]=1.C(N(CC)CC)C. Product: [NH:1]1[CH2:5][CH2:4][CH2:3][CH:2]1[CH2:6][NH:7][C:14]([C:8]1[CH:13]=[CH:12][CH:11]=[CH:10][CH:9]=1)([C:21]1[CH:22]=[CH:23][CH:24]=[CH:25][CH:26]=1)[C:15]1[CH:16]=[CH:17][CH:18]=[CH:19][CH:20]=1. The catalyst class is: 4.